Dataset: Forward reaction prediction with 1.9M reactions from USPTO patents (1976-2016). Task: Predict the product of the given reaction. (1) The product is: [C:1]1([CH:7]([N:9]2[C:10]3=[N:11][C:12]([C:17]4[CH:26]=[CH:25][CH:24]=[C:23]5[C:18]=4[CH:19]=[CH:20][CH:21]=[N:22]5)=[CH:13][CH:14]=[C:15]3[NH:16][C:55]2=[O:57])[CH3:8])[CH:2]=[CH:3][CH:4]=[CH:5][CH:6]=1. Given the reactants [C:1]1([CH:7]([NH:9][C:10]2[C:15]([NH2:16])=[CH:14][CH:13]=[C:12]([C:17]3[CH:26]=[CH:25][CH:24]=[C:23]4[C:18]=3[CH:19]=[CH:20][CH:21]=[N:22]4)[N:11]=2)[CH3:8])[CH:6]=[CH:5][CH:4]=[CH:3][CH:2]=1.[N+](C1C(NC(C2C=CC=CC=2)C)=NC(C2C=CC=C3C=2C=CC=N3)=CC=1)([O-])=O.[CH2:55]([OH:57])C, predict the reaction product. (2) Given the reactants FC(F)(F)C(O)=O.[CH3:8][CH:9]([O:11][C:12]1[CH:19]=[CH:18][C:17]([C:20]2[O:24][N:23]=[C:22]([C:25]3[C:35]4[CH2:34][CH2:33][NH:32][CH2:31][CH2:30][C:29]=4[CH:28]=[CH:27][CH:26]=3)[N:21]=2)=[CH:16][C:13]=1[C:14]#[N:15])[CH3:10].Br[CH2:37][CH2:38][CH2:39][OH:40].C(=O)([O-])[O-].[K+].[K+], predict the reaction product. The product is: [OH:40][CH2:39][CH2:38][CH2:37][N:32]1[CH2:31][CH2:30][C:29]2[CH:28]=[CH:27][CH:26]=[C:25]([C:22]3[N:21]=[C:20]([C:17]4[CH:18]=[CH:19][C:12]([O:11][CH:9]([CH3:8])[CH3:10])=[C:13]([CH:16]=4)[C:14]#[N:15])[O:24][N:23]=3)[C:35]=2[CH2:34][CH2:33]1. (3) Given the reactants C[O:2][CH2:3][C@H:4]([CH3:34])[O:5][C:6]1[CH:7]=[C:8]([CH:20]=[C:21]([C:23]2[NH:24][C:25]([C:28]3[O:29][C:30]([CH3:33])=[N:31][N:32]=3)=[CH:26][CH:27]=2)[CH:22]=1)[O:9][C:10]1[CH:11]=[CH:12][C:13]([S:16]([CH3:19])(=[O:18])=[O:17])=[N:14][CH:15]=1.B(Br)(Br)Br.[Cl-].[NH4+], predict the reaction product. The product is: [CH3:33][C:30]1[O:29][C:28]([C:25]2[NH:24][C:23]([C:21]3[CH:22]=[C:6]([CH:7]=[C:8]([O:9][C:10]4[CH:15]=[N:14][C:13]([S:16]([CH3:19])(=[O:17])=[O:18])=[CH:12][CH:11]=4)[CH:20]=3)[O:5][C@@H:4]([CH3:34])[CH2:3][OH:2])=[CH:27][CH:26]=2)=[N:32][N:31]=1.